Task: Predict the reactants needed to synthesize the given product.. Dataset: Full USPTO retrosynthesis dataset with 1.9M reactions from patents (1976-2016) The reactants are: [NH2:1][C@@H:2]([C:10]([OH:12])=[O:11])[CH2:3][C:4]1[CH:9]=[CH:8][CH:7]=[CH:6][CH:5]=1.[CH3:13][CH2:14]O. Given the product [CH2:13]([O:11][C:10](=[O:12])[C@@H:2]([CH2:3][C:4]1[CH:9]=[CH:8][CH:7]=[CH:6][CH:5]=1)[NH2:1])[CH3:14], predict the reactants needed to synthesize it.